Dataset: Full USPTO retrosynthesis dataset with 1.9M reactions from patents (1976-2016). Task: Predict the reactants needed to synthesize the given product. (1) Given the product [Cl:25][C:20]1[CH:19]=[C:18]([CH:23]=[CH:22][C:21]=1[Cl:24])[CH2:17][C:11]1([CH2:14][O:15][CH3:16])[CH2:10][CH2:9][NH:8][CH2:13][CH2:12]1, predict the reactants needed to synthesize it. The reactants are: C(OC([N:8]1[CH2:13][CH2:12][C:11]([CH2:17][C:18]2[CH:23]=[CH:22][C:21]([Cl:24])=[C:20]([Cl:25])[CH:19]=2)([CH2:14][O:15][CH3:16])[CH2:10][CH2:9]1)=O)(C)(C)C.FC(F)(F)C(O)=O. (2) Given the product [CH:29]1[C:38]2[C:33](=[C:34]([N:39]3[C:5]([C:7]4[C:12](=[O:13])[CH:11]=[CH:10][N:9]([C:14]5[CH:19]=[CH:18][CH:17]=[C:16]([S:20]([N:23]6[CH2:27][CH2:26][CH2:25][CH2:24]6)(=[O:21])=[O:22])[CH:15]=5)[N:8]=4)=[CH:4][CH:3]=[N:40]3)[CH:35]=[CH:36][CH:37]=2)[CH:32]=[CH:31][N:30]=1, predict the reactants needed to synthesize it. The reactants are: CN(C)/[CH:3]=[CH:4]/[C:5]([C:7]1[C:12](=[O:13])[CH:11]=[CH:10][N:9]([C:14]2[CH:19]=[CH:18][CH:17]=[C:16]([S:20]([N:23]3[CH2:27][CH2:26][CH2:25][CH2:24]3)(=[O:22])=[O:21])[CH:15]=2)[N:8]=1)=O.[CH:29]1[C:38]2[C:33](=[C:34]([NH:39][NH2:40])[CH:35]=[CH:36][CH:37]=2)[CH:32]=[CH:31][N:30]=1. (3) Given the product [F:24][C:18]1[CH:19]=[C:20]([F:23])[CH:21]=[CH:22][C:17]=1[CH2:16][CH:15]([CH3:25])[CH2:14][CH:4]([N:5]1[CH:9]=[N:8][CH:7]=[N:6]1)[C:3](=[O:10])[C:2]([CH3:12])([CH3:11])[CH3:1], predict the reactants needed to synthesize it. The reactants are: [CH3:1][C:2]([CH3:12])([CH3:11])[C:3](=[O:10])[CH2:4][N:5]1[CH:9]=[N:8][CH:7]=[N:6]1.Br[CH2:14][CH:15]([CH3:25])[CH2:16][C:17]1[CH:22]=[CH:21][C:20]([F:23])=[CH:19][C:18]=1[F:24].[OH-].[K+]. (4) Given the product [CH2:18]([N:17]([C:25]([O:27][C:28]([CH3:31])([CH3:30])[CH3:29])=[O:26])[CH:13]1[CH2:12][C:11]2[CH:32]=[C:7]([O:6][CH2:5][C:4]([O-:33])=[O:3])[CH:8]=[CH:9][C:10]=2[CH2:16][CH2:15][CH2:14]1)[C:19]1[CH:24]=[CH:23][CH:22]=[CH:21][CH:20]=1.[Na+:35], predict the reactants needed to synthesize it. The reactants are: C([O:3][C:4](=[O:33])[CH2:5][O:6][C:7]1[CH:8]=[CH:9][C:10]2[CH2:16][CH2:15][CH2:14][CH:13]([N:17]([C:25]([O:27][C:28]([CH3:31])([CH3:30])[CH3:29])=[O:26])[CH2:18][C:19]3[CH:24]=[CH:23][CH:22]=[CH:21][CH:20]=3)[CH2:12][C:11]=2[CH:32]=1)C.[OH-].[Na+:35]. (5) Given the product [Cl:1][C:2]1[CH:3]=[C:4]2[C:9](=[CH:10][C:11]=1[O:12][C:13]1[CH:18]=[CH:17][C:16]([C:19](=[O:34])[NH:20][CH2:21][CH2:22][C:23]3[CH:28]=[CH:27][C:26]([S:29][C:30]([F:31])([F:33])[F:32])=[CH:25][CH:24]=3)=[CH:15][CH:14]=1)[O:8][CH2:7][CH2:6][CH:5]2[C:35]([OH:37])=[O:36], predict the reactants needed to synthesize it. The reactants are: [Cl:1][C:2]1[CH:3]=[C:4]2[C:9](=[CH:10][C:11]=1[O:12][C:13]1[CH:18]=[CH:17][C:16]([C:19](=[O:34])[NH:20][CH2:21][CH2:22][C:23]3[CH:28]=[CH:27][C:26]([S:29][C:30]([F:33])([F:32])[F:31])=[CH:25][CH:24]=3)=[CH:15][CH:14]=1)[O:8][CH2:7][CH2:6][CH:5]2[C:35]([O:37]CC)=[O:36].[OH-].[Na+].C1COCC1.Cl.